From a dataset of Forward reaction prediction with 1.9M reactions from USPTO patents (1976-2016). Predict the product of the given reaction. Given the reactants [OH:1][CH:2]([CH2:6][CH:7]([CH3:9])[CH3:8])[C:3]([OH:5])=[O:4].[CH2:10](Br)[C:11]1[CH:16]=[CH:15][CH:14]=[CH:13][CH:12]=1.C(N(CC)CC)C, predict the reaction product. The product is: [OH:1][CH:2]([CH2:6][CH:7]([CH3:9])[CH3:8])[C:3]([O:5][CH2:10][C:11]1[CH:16]=[CH:15][CH:14]=[CH:13][CH:12]=1)=[O:4].